Task: Predict which catalyst facilitates the given reaction.. Dataset: Catalyst prediction with 721,799 reactions and 888 catalyst types from USPTO (1) Product: [NH2:19][C:18]1[N:4]=[C:2]([OH:3])[N:1]=[C:8]([OH:7])[C:9]=1[CH2:10][CH:11]([O:12][CH2:13][CH3:14])[O:15][CH2:16][CH3:17]. Reactant: [NH2:1][C:2]([NH2:4])=[O:3].C([O:7][C:8](=O)[CH:9]([C:18]#[N:19])[CH2:10][CH:11]([O:15][CH2:16][CH3:17])[O:12][CH2:13][CH3:14])C.[O-]CC.[Na+].O. The catalyst class is: 212. (2) Product: [I:10][C:2]1[N:7]=[C:6]([O:8][CH3:9])[CH:5]=[CH:4][N:3]=1. Reactant: Cl[C:2]1[N:7]=[C:6]([O:8][CH3:9])[CH:5]=[CH:4][N:3]=1.[IH:10].C([O-])([O-])=O.[K+].[K+].S(S([O-])=O)([O-])(=O)=O.[Na+].[Na+]. The catalyst class is: 2. (3) Reactant: CCCC[N+](CCCC)(CCCC)CCCC.[F-].C[Si]([C:23]#[C:24][C:25]1[N:30]2[N:31]=[C:32]([NH:34][C:35]([CH:37]3[CH2:39][CH2:38]3)=[O:36])[N:33]=[C:29]2[CH:28]=[CH:27][CH:26]=1)(C)C. Product: [C:24]([C:25]1[N:30]2[N:31]=[C:32]([NH:34][C:35]([CH:37]3[CH2:38][CH2:39]3)=[O:36])[N:33]=[C:29]2[CH:28]=[CH:27][CH:26]=1)#[CH:23]. The catalyst class is: 577. (4) Reactant: [C:1]([C:3]1[CH:4]=[C:5]([CH2:9][N:10]2[C:15](=[O:16])[C:14]([C:17](OCC)=[O:18])=[C:13]([OH:22])[C:12]([CH:23]([CH3:25])[CH3:24])=[N:11]2)[CH:6]=[CH:7][CH:8]=1)#[N:2].[H-].[Na+].BrCC1C=CC=C(C#[N:37])C=1.Cl.CC[O:41][C:42]([CH3:44])=[O:43]. Product: [C:1]([C:3]1[CH:4]=[C:5]([CH2:9][N:10]2[C:15](=[O:16])[C:14]([C:17]([NH:37][CH2:44][C:42]([OH:41])=[O:43])=[O:18])=[C:13]([OH:22])[C:12]([CH:23]([CH3:24])[CH3:25])=[N:11]2)[CH:6]=[CH:7][CH:8]=1)#[N:2]. The catalyst class is: 35. (5) Reactant: [I:1][C:2]1[C:6]([C:7]([O:9][CH2:10][CH3:11])=[O:8])=[CH:5][NH:4][N:3]=1.[CH3:12][C:13]1[C:14](B2OC(C)(C)C(C)(C)O2)=[CH:15][C:16]([NH:19][C:20](=[O:22])[CH3:21])=[N:17][CH:18]=1.N1C=CC=CC=1. Product: [C:20]([NH:19][C:16]1[CH:15]=[C:14]([N:4]2[CH:5]=[C:6]([C:7]([O:9][CH2:10][CH3:11])=[O:8])[C:2]([I:1])=[N:3]2)[C:13]([CH3:12])=[CH:18][N:17]=1)(=[O:22])[CH3:21]. The catalyst class is: 1. (6) Reactant: [F:1][C:2]1[CH:7]=[CH:6][C:5]([NH2:8])=[CH:4][CH:3]=1.[C:9](O[C:9]([O:11][C:12]([CH3:15])([CH3:14])[CH3:13])=[O:10])([O:11][C:12]([CH3:15])([CH3:14])[CH3:13])=[O:10]. Product: [F:1][C:2]1[CH:7]=[CH:6][C:5]([NH:8][C:9](=[O:10])[O:11][C:12]([CH3:15])([CH3:14])[CH3:13])=[CH:4][CH:3]=1. The catalyst class is: 1.